The task is: Predict the reaction yield, written as a fraction of the theoretical maximum amount of product (1.0 means a 100% yield; for example, 0.34 means a 34% yield).. This data is from Reaction yield outcomes from USPTO patents with 853,638 reactions. (1) The reactants are [O:1]1[CH2:6][CH2:5][NH:4][C:3]2[N:7]=[CH:8][CH:9]=[CH:10][C:2]1=2.[C:11](O[C:11]([O:13][C:14]([CH3:17])([CH3:16])[CH3:15])=[O:12])([O:13][C:14]([CH3:17])([CH3:16])[CH3:15])=[O:12].[Li+].C[Si]([N-][Si](C)(C)C)(C)C. The catalyst is C1COCC1. The product is [C:14]([O:13][C:11]([N:4]1[CH2:5][CH2:6][O:1][C:2]2[CH:10]=[CH:9][CH:8]=[N:7][C:3]1=2)=[O:12])([CH3:17])([CH3:16])[CH3:15]. The yield is 0.800. (2) The reactants are CON(C)[C:4]([C:6]1[N:11]([C:12]2[CH:17]=[CH:16][CH:15]=[CH:14][CH:13]=2)[C:10](=[O:18])[N:9]2[CH:19]=[CH:20][CH:21]=[C:8]2[CH:7]=1)=[O:5].[CH3:23][Mg]Br. The catalyst is C1COCC1.CCOCC. The product is [C:4]([C:6]1[N:11]([C:12]2[CH:17]=[CH:16][CH:15]=[CH:14][CH:13]=2)[C:10](=[O:18])[N:9]2[CH:19]=[CH:20][CH:21]=[C:8]2[CH:7]=1)(=[O:5])[CH3:23]. The yield is 0.470. (3) The reactants are [NH2:1][C:2]1[N:11]=[C:10]([N:12]2[CH2:17][CH2:16][O:15][CH2:14][CH2:13]2)[C:9]2[C:4](=[N:5][CH:6]=[C:7](Cl)[N:8]=2)[N:3]=1.[C:19](=[O:22])([O-])[O-].[K+].[K+].CC1(C)C(C)(C)OB([C:33]2[CH:38]=[CH:37][C:36]([NH2:39])=[CH:35][CH:34]=2)O1.[CH3:41]OC. The catalyst is O.[Pd].C1(P(C2C=CC=CC=2)C2C=CC=CC=2)C=CC=CC=1.C1(P(C2C=CC=CC=2)C2C=CC=CC=2)C=CC=CC=1.C1(P(C2C=CC=CC=2)C2C=CC=CC=2)C=CC=CC=1.C1(P(C2C=CC=CC=2)C2C=CC=CC=2)C=CC=CC=1. The product is [NH2:39][C:36]1[CH:37]=[CH:38][C:33]([C:7]2[N:8]=[C:9]3[C:4](=[N:5][CH:6]=2)[N:3]=[C:2]([NH:1][C:19](=[O:22])[CH3:41])[N:11]=[C:10]3[N:12]2[CH2:17][CH2:16][O:15][CH2:14][CH2:13]2)=[CH:34][CH:35]=1. The yield is 0.720. (4) The reactants are [Br:1][C:2]1[N:7]=[C:6]([NH:8]C(=O)C)[CH:5]=[CH:4][CH:3]=1.[N+:12]([O-])([OH:14])=[O:13]. The catalyst is OS(O)(=O)=O. The product is [Br:1][C:2]1[N:7]=[C:6]([NH2:8])[CH:5]=[CH:4][C:3]=1[N+:12]([O-:14])=[O:13]. The yield is 0.820. (5) The reactants are [F:1][C:2]1([F:11])[CH2:5][CH:4]([C:6]([CH3:10])([CH3:9])[C:7]#N)[CH2:3]1.[OH-:12].[Na+].C([OH:16])C. The catalyst is O. The product is [F:1][C:2]1([F:11])[CH2:5][CH:4]([C:6]([CH3:10])([CH3:9])[C:7]([OH:16])=[O:12])[CH2:3]1. The yield is 0.600. (6) The reactants are [CH:1]1([C:4]([N:6]2[CH2:10][CH2:9][C@@H:8]([CH2:11][C:12]3[N:13]([C:18]4[CH:23]=[CH:22][C:21](B5OC(C)(C)C(C)(C)O5)=[CH:20][CH:19]=4)[C:14](=[O:17])[NH:15][N:16]=3)[CH2:7]2)=[O:5])[CH2:3][CH2:2]1.Br[C:34]1[CH:35]=[C:36]([CH:45]=[CH:46][CH:47]=1)[C:37]([C:39]1[CH:44]=[CH:43][CH:42]=[CH:41][CH:40]=1)=[O:38].C(=O)([O-])[O-].[K+].[K+]. The catalyst is O1CCOCC1.C(OCC)(=O)C. The product is [CH:1]1([C:4]([N:6]2[CH2:10][CH2:9][C@@H:8]([CH2:11][C:12]3[N:13]([C:18]4[CH:19]=[CH:20][C:21]([C:43]5[CH:42]=[CH:41][CH:40]=[C:39]([C:37]([C:36]6[CH:45]=[CH:46][CH:47]=[CH:34][CH:35]=6)=[O:38])[CH:44]=5)=[CH:22][CH:23]=4)[C:14](=[O:17])[NH:15][N:16]=3)[CH2:7]2)=[O:5])[CH2:3][CH2:2]1. The yield is 0.550. (7) The reactants are [F:1][C:2]1[CH:3]=[CH:4][C:5]([I:28])=[C:6]([S:8][C:9]2[N:10](CC3C=CC(OC)=CC=3)[C:11]3[CH:16]=[CH:15][N:14]=[C:13]([NH2:17])[C:12]=3[N:18]=2)[CH:7]=1.FC(F)(F)C(O)=O. No catalyst specified. The product is [F:1][C:2]1[CH:3]=[CH:4][C:5]([I:28])=[C:6]([S:8][C:9]2[NH:10][C:11]3[CH:16]=[CH:15][N:14]=[C:13]([NH2:17])[C:12]=3[N:18]=2)[CH:7]=1. The yield is 0.980.